From a dataset of Catalyst prediction with 721,799 reactions and 888 catalyst types from USPTO. Predict which catalyst facilitates the given reaction. (1) Reactant: [NH:1]([CH2:3][CH2:4][OH:5])[NH2:2].[N:6]([CH2:9][CH2:10][C:11]([O:13][CH2:14][CH3:15])=[O:12])=[C:7]=[S:8]. Product: [OH:5][CH2:4][CH2:3][N:1]([C:7]([NH:6][CH2:9][CH2:10][C:11]([O:13][CH2:14][CH3:15])=[O:12])=[S:8])[NH2:2]. The catalyst class is: 8. (2) Reactant: C([NH:8][CH2:9][CH:10]([F:13])[CH2:11][OH:12])C1C=CC=CC=1.C([O-])=O.[NH4+].[CH3:30][C:29]([O:28][C:26](O[C:26]([O:28][C:29]([CH3:32])([CH3:31])[CH3:30])=[O:27])=[O:27])([CH3:32])[CH3:31]. Product: [F:13][CH:10]([CH2:11][OH:12])[CH2:9][NH:8][C:26](=[O:27])[O:28][C:29]([CH3:30])([CH3:31])[CH3:32]. The catalyst class is: 403.